From a dataset of NCI-60 drug combinations with 297,098 pairs across 59 cell lines. Regression. Given two drug SMILES strings and cell line genomic features, predict the synergy score measuring deviation from expected non-interaction effect. (1) Drug 1: CS(=O)(=O)C1=CC(=C(C=C1)C(=O)NC2=CC(=C(C=C2)Cl)C3=CC=CC=N3)Cl. Drug 2: C1=CC(=CC=C1C#N)C(C2=CC=C(C=C2)C#N)N3C=NC=N3. Cell line: MCF7. Synergy scores: CSS=9.44, Synergy_ZIP=3.10, Synergy_Bliss=7.79, Synergy_Loewe=5.60, Synergy_HSA=7.06. (2) Drug 1: CC1=C(C=C(C=C1)NC2=NC=CC(=N2)N(C)C3=CC4=NN(C(=C4C=C3)C)C)S(=O)(=O)N.Cl. Drug 2: C1=CC(=CC=C1CCCC(=O)O)N(CCCl)CCCl. Cell line: SW-620. Synergy scores: CSS=8.50, Synergy_ZIP=-0.0736, Synergy_Bliss=-5.71, Synergy_Loewe=-19.9, Synergy_HSA=-13.6. (3) Drug 1: C1CC(=O)NC(=O)C1N2CC3=C(C2=O)C=CC=C3N. Drug 2: COCCOC1=C(C=C2C(=C1)C(=NC=N2)NC3=CC=CC(=C3)C#C)OCCOC.Cl. Cell line: OVCAR3. Synergy scores: CSS=15.3, Synergy_ZIP=-0.259, Synergy_Bliss=1.50, Synergy_Loewe=-16.0, Synergy_HSA=3.19. (4) Drug 1: C1=CN(C(=O)N=C1N)C2C(C(C(O2)CO)O)O.Cl. Drug 2: COC1=C2C(=CC3=C1OC=C3)C=CC(=O)O2. Cell line: SW-620. Synergy scores: CSS=15.9, Synergy_ZIP=-0.420, Synergy_Bliss=-0.229, Synergy_Loewe=-25.9, Synergy_HSA=-1.98. (5) Drug 1: C1=CC=C(C=C1)NC(=O)CCCCCCC(=O)NO. Drug 2: COCCOC1=C(C=C2C(=C1)C(=NC=N2)NC3=CC=CC(=C3)C#C)OCCOC.Cl. Cell line: MOLT-4. Synergy scores: CSS=11.5, Synergy_ZIP=4.81, Synergy_Bliss=6.73, Synergy_Loewe=-3.34, Synergy_HSA=-3.35. (6) Drug 1: CN(C)C1=NC(=NC(=N1)N(C)C)N(C)C. Drug 2: C1C(C(OC1N2C=C(C(=O)NC2=O)F)CO)O. Cell line: MCF7. Synergy scores: CSS=35.3, Synergy_ZIP=7.18, Synergy_Bliss=9.76, Synergy_Loewe=-13.9, Synergy_HSA=7.29. (7) Synergy scores: CSS=22.8, Synergy_ZIP=1.39, Synergy_Bliss=0.397, Synergy_Loewe=0.944, Synergy_HSA=-0.504. Drug 1: CCN(CC)CCNC(=O)C1=C(NC(=C1C)C=C2C3=C(C=CC(=C3)F)NC2=O)C. Cell line: DU-145. Drug 2: C1CCC(C(C1)N)N.C(=O)(C(=O)[O-])[O-].[Pt+4].